Dataset: Catalyst prediction with 721,799 reactions and 888 catalyst types from USPTO. Task: Predict which catalyst facilitates the given reaction. Reactant: [CH2:1]([O:8][C:9]1[CH:14]=[CH:13][C:12]([Cl:15])=[CH:11][C:10]=1[OH:16])[C:2]1[CH:7]=[CH:6][CH:5]=[CH:4][CH:3]=1.[CH2:17]([CH:19]1[O:21][CH2:20]1)Cl.C(=O)([O-])[O-].[Cs+].[Cs+]. Product: [CH2:1]([O:8][C:9]1[CH:14]=[CH:13][C:12]([Cl:15])=[CH:11][C:10]=1[O:16][CH2:17][CH:19]1[CH2:20][O:21]1)[C:2]1[CH:3]=[CH:4][CH:5]=[CH:6][CH:7]=1. The catalyst class is: 18.